The task is: Predict the reactants needed to synthesize the given product.. This data is from Full USPTO retrosynthesis dataset with 1.9M reactions from patents (1976-2016). (1) Given the product [F:1][C:2]1[CH:7]=[CH:6][C:5]([F:8])=[CH:4][C:3]=1/[CH:9]=[CH:10]/[CH2:11][N:12]1[CH2:17][CH2:16][CH:15]([NH2:18])[CH2:14][CH2:13]1, predict the reactants needed to synthesize it. The reactants are: [F:1][C:2]1[CH:7]=[CH:6][C:5]([F:8])=[CH:4][C:3]=1/[CH:9]=[CH:10]/[CH2:11][N:12]1[CH2:17][CH2:16][CH:15]([NH:18]C(=O)OC(C)(C)C)[CH2:14][CH2:13]1.FC(F)(F)C(O)=O.NC1CCN(CCN2C3C=C(OC)C=CC=3COC2=O)CC1. (2) Given the product [CH2:13]([N:20]1[CH2:25][CH2:24][CH:23]([CH3:26])[CH:22]([NH:27][C:2]2[C:3]3[N:4]([CH:10]=[CH:11][CH:12]=3)[N:5]=[CH:6][C:7]=2[C:8]#[N:9])[CH2:21]1)[C:14]1[CH:15]=[CH:16][CH:17]=[CH:18][CH:19]=1, predict the reactants needed to synthesize it. The reactants are: Cl[C:2]1[C:3]2[N:4]([CH:10]=[CH:11][CH:12]=2)[N:5]=[CH:6][C:7]=1[C:8]#[N:9].[CH2:13]([N:20]1[CH2:25][CH2:24][CH:23]([CH3:26])[CH:22]([NH2:27])[CH2:21]1)[C:14]1[CH:19]=[CH:18][CH:17]=[CH:16][CH:15]=1.C(N(C(C)C)CC)(C)C. (3) Given the product [Cl:13][C:14]1[CH:22]=[CH:21][C:17]([C:18]([N:3]([O:4][CH3:5])[CH3:2])=[O:19])=[CH:16][CH:15]=1, predict the reactants needed to synthesize it. The reactants are: Cl.[CH3:2][NH:3][O:4][CH3:5].C(N(CC)CC)C.[Cl:13][C:14]1[CH:22]=[CH:21][C:17]([C:18](Cl)=[O:19])=[CH:16][CH:15]=1. (4) Given the product [CH2:12]([C:14]1[O:18][N:17]=[C:16]([C:19]2[CH:24]=[CH:23][C:22]([F:25])=[CH:21][CH:20]=2)[C:15]=1[C:26]1[N:27]=[CH:28][N:29]([C:2]2[CH:7]=[CH:6][C:5]([C:8]([F:11])([F:10])[F:9])=[CH:4][CH:3]=2)[CH:30]=1)[CH3:13], predict the reactants needed to synthesize it. The reactants are: F[C:2]1[CH:7]=[CH:6][C:5]([C:8]([F:11])([F:10])[F:9])=[CH:4][CH:3]=1.[CH2:12]([C:14]1[O:18][N:17]=[C:16]([C:19]2[CH:24]=[CH:23][C:22]([F:25])=[CH:21][CH:20]=2)[C:15]=1[C:26]1[N:27]=[CH:28][NH:29][CH:30]=1)[CH3:13]. (5) Given the product [Br:1][C:13]1[C:9]([C:3]2[CH:4]=[CH:5][CH:6]=[CH:7][CH:8]=2)=[N:10][O:11][CH:12]=1, predict the reactants needed to synthesize it. The reactants are: [Br:1]Br.[C:3]1([C:9]2[CH:13]=[CH:12][O:11][N:10]=2)[CH:8]=[CH:7][CH:6]=[CH:5][CH:4]=1.C(=O)(O)[O-].[Na+]. (6) The reactants are: C([O:4][CH:5]([CH3:9])[C:6](O)=[O:7])(=O)C.[F:10][C:11]([F:36])([F:35])[C:12]1[CH:17]=[CH:16][C:15]([C:18]2[N:23]=[CH:22][N:21]=[C:20]([O:24][C:25]3[C:30]4[N:31]=[C:32]([NH2:34])[S:33][C:29]=4[CH:28]=[CH:27][CH:26]=3)[CH:19]=2)=[CH:14][CH:13]=1.C(N=P1(N(CC)CC)N(C)CCCN1C)(C)(C)C.CCN(P1(N(CC2C=CC=CC=2)CCCN1C)=NC(C)(C)C)CC.C=CC1C=CC=CC=1.C=CC1C=CC(C=C)=CC=1.C(=O)([O-])[O-].[K+].[K+]. Given the product [OH:4][CH:5]([CH3:9])[C:6]([NH:34][C:32]1[S:33][C:29]2[CH:28]=[CH:27][CH:26]=[C:25]([O:24][C:20]3[CH:19]=[C:18]([C:15]4[CH:16]=[CH:17][C:12]([C:11]([F:35])([F:10])[F:36])=[CH:13][CH:14]=4)[N:23]=[CH:22][N:21]=3)[C:30]=2[N:31]=1)=[O:7], predict the reactants needed to synthesize it. (7) Given the product [CH3:16][O:1][CH2:2][CH2:3][S:4][C:5]1[CH:13]=[CH:12][C:8]([C:9]([OH:11])=[O:10])=[CH:7][CH:6]=1, predict the reactants needed to synthesize it. The reactants are: [OH:1][CH2:2][CH2:3][S:4][C:5]1[CH:13]=[CH:12][C:8]([C:9]([OH:11])=[O:10])=[CH:7][CH:6]=1.[H-].[Na+].[CH3:16]I. (8) The reactants are: [CH3:1][S:2]([NH:5][CH2:6][C:7]1[C:15]2[S:14](=[O:17])(=[O:16])[N:13]=[C:12]([CH2:18][C:19]([OH:21])=O)[NH:11][C:10]=2[S:9][CH:8]=1)(=[O:4])=[O:3].F[P-](F)(F)(F)(F)F.N1(OC(N(C)C)=[N+](C)C)C2N=CC=CC=2N=N1.CN1CCOCC1.C([O:55][C:56](=O)[CH:57]([CH:68]1[CH2:72][CH2:71][CH2:70][CH2:69]1)[CH2:58][NH:59][CH2:60][C:61]1[CH:66]=[CH:65][C:64]([F:67])=[CH:63][CH:62]=1)C.[O-]CC.[Na+].C(O)C. Given the product [CH:68]1([CH:57]2[CH2:58][N:59]([CH2:60][C:61]3[CH:66]=[CH:65][C:64]([F:67])=[CH:63][CH:62]=3)[C:19](=[O:21])[C:18]([C:12]3[NH:11][C:10]4[S:9][CH:8]=[C:7]([CH2:6][NH:5][S:2]([CH3:1])(=[O:3])=[O:4])[C:15]=4[S:14](=[O:16])(=[O:17])[N:13]=3)=[C:56]2[OH:55])[CH2:72][CH2:71][CH2:70][CH2:69]1, predict the reactants needed to synthesize it. (9) Given the product [CH3:12][CH:8]1[CH2:7][C:6]2[C:10](=[C:2]([C:17]3[CH:18]=[CH:19][C:14]([CH3:13])=[CH:15][CH:16]=3)[CH:3]=[CH:4][CH:5]=2)[C:9]1=[O:11], predict the reactants needed to synthesize it. The reactants are: Cl[C:2]1[CH:3]=[CH:4][CH:5]=[C:6]2[C:10]=1[C:9](=[O:11])[CH:8]([CH3:12])[CH2:7]2.[CH3:13][C:14]1[CH:19]=[CH:18][C:17](B(O)O)=[CH:16][CH:15]=1.C(=O)([O-])[O-].[Na+].[Na+].O.